Dataset: Full USPTO retrosynthesis dataset with 1.9M reactions from patents (1976-2016). Task: Predict the reactants needed to synthesize the given product. (1) The reactants are: [OH-].[Na+].C([O:5][C:6]([C:8]1[CH:12]=[C:11]([CH:13]2[CH2:18][CH2:17][CH2:16][CH2:15][CH2:14]2)[S:10][CH:9]=1)=[O:7])C. Given the product [CH:13]1([C:11]2[S:10][CH:9]=[C:8]([C:6]([OH:7])=[O:5])[CH:12]=2)[CH2:14][CH2:15][CH2:16][CH2:17][CH2:18]1, predict the reactants needed to synthesize it. (2) Given the product [NH2:30][C:9]1[N:8]=[C:7]([O:6][CH:1]2[CH2:2][CH2:3][CH2:4][CH2:5]2)[N:15]=[C:14]2[C:10]=1[N:11]=[CH:12][N:13]2[C@@H:16]1[O:17][C@@:18]([CH2:28][I:29])([O:26][CH3:27])[C@@H:19]([OH:20])[C@H:23]1[OH:22], predict the reactants needed to synthesize it. The reactants are: [CH:1]1([O:6][C:7]2[N:15]=[C:14]3[C:10]([N:11]=[CH:12][N:13]3[C@H:16]3[C@H:23]4[C@H:19]([O:20]C(C)(C)[O:22]4)[C@:18]([CH2:28][I:29])([O:26][CH3:27])[O:17]3)=[C:9]([NH2:30])[N:8]=2)[CH2:5][CH2:4][CH2:3][CH2:2]1. (3) Given the product [F:8][C:9]1[CH:17]=[C:16]([O:18][CH3:19])[CH:15]=[CH:14][C:10]=1[C:11](=[O:12])[CH2:1][S:2]([CH3:5])(=[O:4])=[O:3], predict the reactants needed to synthesize it. The reactants are: [CH3:1][S:2]([CH3:5])(=[O:4])=[O:3].C[Li].[F:8][C:9]1[CH:17]=[C:16]([O:18][CH3:19])[CH:15]=[CH:14][C:10]=1[C:11](Cl)=[O:12].Cl. (4) Given the product [Cl:10][C:11]1[CH:19]=[C:18]([CH:17]=[C:16]([Cl:26])[C:12]=1[C:13]([N:1]1[C:9]2[CH:8]=[CH:7][N:6]=[CH:5][C:4]=2[CH:3]=[CH:2]1)=[O:14])[C:20]([NH:21][CH:22]1[CH2:24][CH2:23]1)=[O:25], predict the reactants needed to synthesize it. The reactants are: [NH:1]1[C:9]2[CH:8]=[CH:7][N:6]=[CH:5][C:4]=2[CH:3]=[CH:2]1.[Cl:10][C:11]1[CH:19]=[C:18]([C:20](=[O:25])[NH:21][CH:22]2[CH2:24][CH2:23]2)[CH:17]=[C:16]([Cl:26])[C:12]=1[C:13](O)=[O:14]. (5) Given the product [CH:17]1([C:22]([N:24]2[CH2:25][CH:26]=[C:27]([C:2]3[C:10]4[C:5](=[CH:6][N:7]=[C:8]([NH:11][CH:12]=[O:40])[CH:9]=4)[N:4]([CH3:16])[CH:3]=3)[CH2:28][CH2:29]2)=[O:23])[CH2:21][CH2:20][CH2:19][CH2:18]1, predict the reactants needed to synthesize it. The reactants are: I[C:2]1[C:10]2[C:5](=[CH:6][N:7]=[C:8](/[N:11]=[CH:12]/N(C)C)[CH:9]=2)[N:4]([CH3:16])[CH:3]=1.[CH:17]1([C:22]([N:24]2[CH2:29][CH2:28][C:27](B3OC(C)(C)C(C)(C)O3)=[CH:26][CH2:25]2)=[O:23])[CH2:21][CH2:20][CH2:19][CH2:18]1.C([O-])([O-])=[O:40].[K+].[K+]. (6) Given the product [CH3:24][C:25]1([CH3:41])[C:33]2[C:28](=[CH:29][CH:30]=[CH:31][CH:32]=2)[CH:27]([N:34]2[C:38]([CH:39]=[CH2:2])=[CH:37][N:36]=[CH:35]2)[CH2:26]1, predict the reactants needed to synthesize it. The reactants are: [Br-].[CH3:2][P+](C1C=CC=CC=1)(C1C=CC=CC=1)C1C=CC=CC=1.[NH2-].[Na+].[CH3:24][C:25]1([CH3:41])[C:33]2[C:28](=[CH:29][CH:30]=[CH:31][CH:32]=2)[CH:27]([N:34]2[C:38]([CH:39]=O)=[CH:37][N:36]=[CH:35]2)[CH2:26]1. (7) Given the product [Cl:1][C:2]1[N:7]([CH2:19][O:18][CH2:17][CH2:16][Si:15]([CH3:22])([CH3:21])[CH3:14])[C:6](=[O:8])[NH:5][C:4](=[O:9])[CH:3]=1, predict the reactants needed to synthesize it. The reactants are: [Cl:1][C:2]1[NH:7][C:6](=[O:8])[NH:5][C:4](=[O:9])[CH:3]=1.[Li+].[Br-].[H-].[Na+].[CH3:14][Si:15]([CH3:22])([CH3:21])[CH2:16][CH2:17][O:18][CH2:19]Cl. (8) Given the product [CH:6]([N:8]1[CH2:13][CH2:12][N:11]([S:2]([CH3:1])(=[O:4])=[O:3])[CH2:10][CH2:9]1)=[O:7], predict the reactants needed to synthesize it. The reactants are: [CH3:1][S:2](Cl)(=[O:4])=[O:3].[CH:6]([N:8]1[CH2:13][CH2:12][NH:11][CH2:10][CH2:9]1)=[O:7].C(N(CC)CC)C.O. (9) Given the product [N:1]1[C:10]2[NH:9][CH2:8][CH2:7][CH2:6][C:5]=2[CH:4]=[CH:3][C:2]=1[CH2:11][CH2:12][CH2:13][NH:14][C:15](=[O:21])[O:16][C:17]([CH3:19])([CH3:18])[CH3:20], predict the reactants needed to synthesize it. The reactants are: [N:1]1[C:10]2[C:5](=[CH:6][CH:7]=[CH:8][N:9]=2)[CH:4]=[CH:3][C:2]=1[CH2:11][CH2:12][CH2:13][NH:14][C:15](=[O:21])[O:16][C:17]([CH3:20])([CH3:19])[CH3:18].[H][H].